From a dataset of Forward reaction prediction with 1.9M reactions from USPTO patents (1976-2016). Predict the product of the given reaction. (1) Given the reactants [CH3:1][O:2][C:3]1[C:12]([NH:13][C:14](=[O:18])OCC)=[N:11][C:10]2[C:5](=[CH:6][C:7]([CH3:20])=[C:8]([CH3:19])[CH:9]=2)[N:4]=1.[CH3:21][O:22][C:23]1[CH:24]=[C:25]([N:29]2[CH2:34][CH2:33][NH:32][CH2:31][CH2:30]2)[CH:26]=[CH:27][CH:28]=1.C1CCN2C(=NCCC2)CC1, predict the reaction product. The product is: [CH3:1][O:2][C:3]1[C:12]([NH:13][C:14]([N:32]2[CH2:31][CH2:30][N:29]([C:25]3[CH:26]=[CH:27][CH:28]=[C:23]([O:22][CH3:21])[CH:24]=3)[CH2:34][CH2:33]2)=[O:18])=[N:11][C:10]2[C:5](=[CH:6][C:7]([CH3:20])=[C:8]([CH3:19])[CH:9]=2)[N:4]=1. (2) Given the reactants [C:1]([C:3]1[C:4]([N:18]2[CH2:23][CH2:22][NH:21][CH2:20][CH2:19]2)=[N:5][C:6]([C:14]([F:17])([F:16])[F:15])=[C:7]([CH:13]=1)[C:8]([O:10][CH2:11][CH3:12])=[O:9])#[N:2].[N:24]([C:27]1[CH:35]=[CH:34][C:30]2[O:31][CH2:32][O:33][C:29]=2[CH:28]=1)=[C:25]=[O:26], predict the reaction product. The product is: [O:31]1[C:30]2[CH:34]=[CH:35][C:27]([NH:24][C:25]([N:21]3[CH2:22][CH2:23][N:18]([C:4]4[C:3]([C:1]#[N:2])=[CH:13][C:7]([C:8]([O:10][CH2:11][CH3:12])=[O:9])=[C:6]([C:14]([F:15])([F:17])[F:16])[N:5]=4)[CH2:19][CH2:20]3)=[O:26])=[CH:28][C:29]=2[O:33][CH2:32]1.